This data is from Forward reaction prediction with 1.9M reactions from USPTO patents (1976-2016). The task is: Predict the product of the given reaction. (1) Given the reactants [C:1]([CH2:3][CH2:4][CH2:5][C:6]([N:8]1[CH2:13][CH2:12][N:11]([C:14]2[CH:21]=[CH:20][C:17]([C:18]#[N:19])=[CH:16][N:15]=2)[CH2:10][CH:9]1[CH3:22])=[O:7])#[N:2].Cl.[NH2:24][OH:25].C(=O)([O-])[O-].[Na+].[Na+], predict the reaction product. The product is: [C:18]([C:17]1[CH:20]=[CH:21][C:14]([N:11]2[CH2:12][CH2:13][N:8]([C:6](=[O:7])[CH2:5][CH2:4][CH2:3][C:1](=[N:24][OH:25])[NH2:2])[CH:9]([CH3:22])[CH2:10]2)=[N:15][CH:16]=1)#[N:19]. (2) Given the reactants CON(C)[C:4]([C:6]1[C:14]2[N:13]([CH3:15])[C:12](=[O:16])[NH:11][C:10]=2[CH:9]=[CH:8][CH:7]=1)=[O:5].Br[C:19]1[C:24]([N:25]([CH2:40][O:41][CH3:42])[S:26]([C:29]2[CH:34]=[CH:33][C:32]([CH3:35])=[C:31]([C:36]([F:39])([F:38])[F:37])[CH:30]=2)(=[O:28])=[O:27])=[CH:23][C:22]([Cl:43])=[CH:21][N:20]=1, predict the reaction product. The product is: [Cl:43][C:22]1[CH:23]=[C:24]([N:25]([CH2:40][O:41][CH3:42])[S:26]([C:29]2[CH:34]=[CH:33][C:32]([CH3:35])=[C:31]([C:36]([F:38])([F:37])[F:39])[CH:30]=2)(=[O:28])=[O:27])[C:19]([C:4]([C:6]2[C:14]3[N:13]([CH3:15])[C:12](=[O:16])[NH:11][C:10]=3[CH:9]=[CH:8][CH:7]=2)=[O:5])=[N:20][CH:21]=1. (3) Given the reactants [N:1]([O-])=O.[Na+].[NH2:5][C:6]1[CH:15]=[CH:14][C:9]([C:10]([O:12][CH3:13])=[O:11])=[CH:8][C:7]=1[CH3:16], predict the reaction product. The product is: [NH:5]1[C:6]2[C:7](=[CH:8][C:9]([C:10]([O:12][CH3:13])=[O:11])=[CH:14][CH:15]=2)[CH:16]=[N:1]1. (4) Given the reactants [F:1][C:2]1[CH:3]=[C:4]2[C:8](=[CH:9][C:10]=1[F:11])[NH:7][CH:6]=[CH:5]2.[OH-].[K+].[I:14]I, predict the reaction product. The product is: [F:1][C:2]1[CH:3]=[C:4]2[C:8](=[CH:9][C:10]=1[F:11])[NH:7][CH:6]=[C:5]2[I:14]. (5) Given the reactants Br[CH2:2][C:3]([C:5]1[CH:10]=[CH:9][N:8]=[C:7]([Cl:11])[N:6]=1)=O.[CH3:12][C:13]([CH3:18])([CH3:17])[C:14](=[S:16])[NH2:15], predict the reaction product. The product is: [C:13]([C:14]1[S:16][CH:2]=[C:3]([C:5]2[CH:10]=[CH:9][N:8]=[C:7]([Cl:11])[N:6]=2)[N:15]=1)([CH3:18])([CH3:17])[CH3:12]. (6) The product is: [F:19][C:20]([F:32])([F:33])[C:21]1[CH:31]=[CH:30][C:24]([C:25]([O:27][CH2:28][N:15]2[C:14](=[O:16])[O:13][N:12]=[C:11]2[C:7]2[CH:6]=[C:5]([C:4]([F:3])([F:17])[F:18])[CH:10]=[CH:9][N:8]=2)=[O:26])=[CH:23][CH:22]=1. Given the reactants [H-].[Na+].[F:3][C:4]([F:18])([F:17])[C:5]1[CH:10]=[CH:9][N:8]=[C:7]([C:11]2[NH:12][O:13][C:14](=[O:16])[N:15]=2)[CH:6]=1.[F:19][C:20]([F:33])([F:32])[C:21]1[CH:31]=[CH:30][C:24]([C:25]([O:27][CH2:28]Cl)=[O:26])=[CH:23][CH:22]=1.[Cl-].[NH4+], predict the reaction product.